Task: Predict the reaction yield, written as a fraction of the theoretical maximum amount of product (1.0 means a 100% yield; for example, 0.34 means a 34% yield).. Dataset: Reaction yield outcomes from USPTO patents with 853,638 reactions (1) The reactants are Cl.O.O.[CH2:4]=[C:5]1[C:10](=[O:11])[CH:9]2[CH2:12][CH2:13][N:6]1[CH2:7][CH2:8]2.C([O-])([O-])=O.[K+].[K+].C(Cl)Cl. The catalyst is O. The product is [CH2:4]=[C:5]1[C:10](=[O:11])[CH:9]2[CH2:12][CH2:13][N:6]1[CH2:7][CH2:8]2. The yield is 0.880. (2) The reactants are [O:1]=[C:2]1[CH:7]([N:8]2[CH2:16][C:15]3[C:10](=[CH:11][CH:12]=[CH:13][C:14]=3[NH:17][C:18](=[O:21])[CH2:19]Cl)[C:9]2=[O:22])[CH2:6][CH2:5][C:4](=[O:23])[NH:3]1.[N-:24]=[N+:25]=[N-:26].[Na+].[Na+].[I-]. The catalyst is CC(C)=O.ClCCl.O. The product is [N:24]([CH2:19][C:18]([NH:17][C:14]1[CH:13]=[CH:12][CH:11]=[C:10]2[C:15]=1[CH2:16][N:8]([CH:7]1[CH2:6][CH2:5][C:4](=[O:23])[NH:3][C:2]1=[O:1])[C:9]2=[O:22])=[O:21])=[N+:25]=[N-:26]. The yield is 0.930. (3) The reactants are [C:1]([O:5][C:6](=[O:13])[NH:7][C:8]1[N:9]=[CH:10][S:11][CH:12]=1)([CH3:4])([CH3:3])[CH3:2].C[Si](C)(C)[N-][Si](C)(C)C.[Li+].[Cl:24][C:25]1[C:26]([F:36])=[CH:27][C:28]([F:35])=[C:29]([S:31](Cl)(=[O:33])=[O:32])[CH:30]=1.C(=O)=O.[Cl-].[NH4+]. The catalyst is O1CCCC1. The product is [Cl:24][C:25]1[C:26]([F:36])=[CH:27][C:28]([F:35])=[C:29]([S:31]([N:7]([C:8]2[N:9]=[CH:10][S:11][CH:12]=2)[C:6](=[O:13])[O:5][C:1]([CH3:4])([CH3:2])[CH3:3])(=[O:33])=[O:32])[CH:30]=1. The yield is 0.710. (4) The reactants are [Si]([O:8][CH:9]1[CH2:13][CH2:12][N:11]([C:14]2[CH:15]=[C:16]([C:20]3[C:24]([C:25]4[N:26]=[C:27]([NH:30][C:31]5[N:36]=[C:35]([CH3:37])[CH:34]=[CH:33][N:32]=5)[S:28][CH:29]=4)=[CH:23][N:22](CC4C=CC(OC)=CC=4)[N:21]=3)[CH:17]=[CH:18][CH:19]=2)[CH2:10]1)(C(C)(C)C)(C)C. The catalyst is C(O)(C(F)(F)F)=O. The product is [CH3:37][C:35]1[CH:34]=[CH:33][N:32]=[C:31]([NH:30][C:27]2[S:28][CH:29]=[C:25]([C:24]3[C:20]([C:16]4[CH:15]=[C:14]([N:11]5[CH2:12][CH2:13][CH:9]([OH:8])[CH2:10]5)[CH:19]=[CH:18][CH:17]=4)=[N:21][NH:22][CH:23]=3)[N:26]=2)[N:36]=1. The yield is 0.200.